From a dataset of Forward reaction prediction with 1.9M reactions from USPTO patents (1976-2016). Predict the product of the given reaction. (1) The product is: [ClH:20].[CH3:1][O:2][C:3](=[O:12])[C:4]1[CH:9]=[C:8]([I:10])[CH:7]=[CH:6][C:5]=1[NH:11][NH2:14]. Given the reactants [CH3:1][O:2][C:3](=[O:12])[C:4]1[CH:9]=[C:8]([I:10])[CH:7]=[CH:6][C:5]=1[NH2:11].Cl.[N:14]([O-])=O.[Na+].O.O.[Cl:20][Sn]Cl, predict the reaction product. (2) The product is: [Br:1][C:2]1[CH:7]=[CH:6][C:5]([CH2:8][CH3:9])=[C:4]2[C:3]=1[CH:13]=[CH:14][NH:10]2. Given the reactants [Br:1][C:2]1[CH:7]=[CH:6][C:5]([CH2:8][CH3:9])=[C:4]([N+:10]([O-])=O)[CH:3]=1.[CH:13]([Mg]Br)=[CH2:14], predict the reaction product.